From a dataset of Full USPTO retrosynthesis dataset with 1.9M reactions from patents (1976-2016). Predict the reactants needed to synthesize the given product. (1) Given the product [O-:4][S:2]([C:5]([F:8])([F:7])[F:6])(=[O:3])=[O:1].[CH3:25][O:26][C:27]1[CH:32]=[CH:31][C:30]([SH:14]2[C:15]3[C:20](=[CH:19][CH:18]=[CH:17][CH:16]=3)[C:21](=[O:23])[C:22]3[C+:9]=[CH:10][CH:11]=[CH:12][C:13]2=3)=[CH:29][C:28]=1[CH2:33][C:34]([O:36][CH3:37])=[O:35], predict the reactants needed to synthesize it. The reactants are: [OH:1][S:2]([C:5]([F:8])([F:7])[F:6])(=[O:4])=[O:3].[CH:9]1[C:22]2[C:21](=[O:23])[C:20]3[C:15](=[CH:16][CH:17]=[CH:18][CH:19]=3)[S:14](=O)[C:13]=2[CH:12]=[CH:11][CH:10]=1.[CH3:25][O:26][C:27]1[CH:32]=[CH:31][CH:30]=[CH:29][C:28]=1[CH2:33][C:34]([O:36][CH3:37])=[O:35]. (2) Given the product [O:15]=[C:13]1[NH:12][C:8]2=[N:9][CH:10]=[CH:11][C:6]([O:5][C:4]3[CH:3]=[C:2]([NH:1][C:28]([C:25]4[CH:26]=[CH:27][C:20]5[S:19][CH:23]=[CH:22][C:21]=5[CH:24]=4)=[O:29])[CH:18]=[CH:17][CH:16]=3)=[C:7]2[NH:14]1, predict the reactants needed to synthesize it. The reactants are: [NH2:1][C:2]1[CH:3]=[C:4]([CH:16]=[CH:17][CH:18]=1)[O:5][C:6]1[CH:11]=[CH:10][N:9]=[C:8]2[NH:12][C:13](=[O:15])[NH:14][C:7]=12.[S:19]1[CH:23]=[CH:22][C:21]2[CH:24]=[C:25]([C:28](Cl)=[O:29])[CH:26]=[CH:27][C:20]1=2.